This data is from Forward reaction prediction with 1.9M reactions from USPTO patents (1976-2016). The task is: Predict the product of the given reaction. (1) The product is: [Cl:28][C:25]1[CH:24]=[CH:23][C:22]([O:21][CH2:20][C:19]([N:10]2[C:11]3[CH:18]=[CH:17][CH:16]=[CH:15][C:12]=3[CH2:13][N:14]3[C:5]([C:3]([NH:38][CH2:37][C:36]4[CH:39]=[CH:40][CH:41]=[C:34]([C:33]([F:32])([F:42])[F:43])[CH:35]=4)=[O:4])=[CH:6][CH:7]=[C:8]3[CH2:9]2)=[O:29])=[CH:27][CH:26]=1. Given the reactants ClC(Cl)(Cl)[C:3]([C:5]1[N:14]2[C:8]([CH2:9][N:10]([C:19](=[O:29])[CH2:20][O:21][C:22]3[CH:27]=[CH:26][C:25]([Cl:28])=[CH:24][CH:23]=3)[C:11]3[CH:18]=[CH:17][CH:16]=[CH:15][C:12]=3[CH2:13]2)=[CH:7][CH:6]=1)=[O:4].[F:32][C:33]([F:43])([F:42])[C:34]1[CH:35]=[C:36]([CH:39]=[CH:40][CH:41]=1)[CH2:37][NH2:38], predict the reaction product. (2) Given the reactants [F:1][C:2]1[CH:15]=[CH:14][C:5]([O:6][C:7]2[S:11][C:10]([CH2:12][NH2:13])=[CH:9][CH:8]=2)=[CH:4][CH:3]=1.[NH2:16][C:17]1[CH:25]=[CH:24][C:20]([C:21](O)=[O:22])=[CH:19][N:18]=1.F[P-](F)(F)(F)(F)F.N1([P+](N(C)C)(N(C)C)N(C)C)C2C=CC=CC=2N=N1.C(N(CC)CC)C, predict the reaction product. The product is: [NH2:16][C:17]1[CH:25]=[CH:24][C:20]([C:21]([NH:13][CH2:12][C:10]2[S:11][C:7]([O:6][C:5]3[CH:14]=[CH:15][C:2]([F:1])=[CH:3][CH:4]=3)=[CH:8][CH:9]=2)=[O:22])=[CH:19][N:18]=1.